This data is from Catalyst prediction with 721,799 reactions and 888 catalyst types from USPTO. The task is: Predict which catalyst facilitates the given reaction. (1) Reactant: [Cl:1][C:2]1[C:3](Cl)=[C:4]([O:8][CH3:9])[CH:5]=[CH:6][CH:7]=1.BrCCBr.CN([CH:18]=[O:19])C. Product: [Cl:1][C:2]1[CH:7]=[C:6]([CH:5]=[C:4]([O:8][CH3:9])[CH:3]=1)[CH:18]=[O:19]. The catalyst class is: 1. (2) Reactant: C([N:8]([C@@H:20]([CH2:23][C:24]1[CH:29]=[CH:28][C:27]([S:30]([C:33]2[CH:38]=[CH:37][CH:36]=[CH:35][CH:34]=2)(=[O:32])=[O:31])=[CH:26][CH:25]=1)[CH2:21][OH:22])[CH2:9][C@H:10]([OH:19])[CH2:11][O:12][C:13]1[CH:18]=[CH:17][CH:16]=[CH:15][CH:14]=1)C1C=CC=CC=1.[H][H]. Product: [OH:19][C@H:10]([CH2:11][O:12][C:13]1[CH:14]=[CH:15][CH:16]=[CH:17][CH:18]=1)[CH2:9][NH:8][C@@H:20]([CH2:23][C:24]1[CH:29]=[CH:28][C:27]([S:30]([C:33]2[CH:34]=[CH:35][CH:36]=[CH:37][CH:38]=2)(=[O:31])=[O:32])=[CH:26][CH:25]=1)[CH2:21][OH:22]. The catalyst class is: 43.